From a dataset of CYP2C19 inhibition data for predicting drug metabolism from PubChem BioAssay. Regression/Classification. Given a drug SMILES string, predict its absorption, distribution, metabolism, or excretion properties. Task type varies by dataset: regression for continuous measurements (e.g., permeability, clearance, half-life) or binary classification for categorical outcomes (e.g., BBB penetration, CYP inhibition). Dataset: cyp2c19_veith. (1) The compound is NC12CC3CC(CC(C3)C1)C2.NC12CC3CC(CC(C3)C1)C2.O=C(O)/C=C\C(=O)O. The result is 0 (non-inhibitor). (2) The compound is N#C/C(=C\c1ccc(O)c(O)c1)C(=O)NCCc1ccccc1. The result is 0 (non-inhibitor). (3) The compound is COc1cc(NC(=O)c2cc3nc(-c4ccccc4)cc(-c4ccccc4)n3n2)cc(OC)c1OC. The result is 1 (inhibitor). (4) The molecule is O=C(CN1C(=O)NC2(CCCC2)C1=O)NCCC1=CCCCC1. The result is 1 (inhibitor). (5) The molecule is CNC(=O)[C@H](C)[C@H]1C[C@]1(C)[C@H](NC(=O)OCc1ccccc1)c1ccccc1. The result is 1 (inhibitor). (6) The result is 0 (non-inhibitor). The molecule is O=C(O)CSc1cc(-c2ccccc2)nc2ccccc12.